This data is from Reaction yield outcomes from USPTO patents with 853,638 reactions. The task is: Predict the reaction yield, written as a fraction of the theoretical maximum amount of product (1.0 means a 100% yield; for example, 0.34 means a 34% yield). (1) The reactants are [CH3:1][O:2][C:3]1[C:13]([C:14]([F:17])([F:16])[F:15])=[CH:12][C:6]2[NH:7][C:8](=[O:11])[CH2:9][O:10][C:5]=2[CH:4]=1.[H-].[Na+].Br[CH2:21][C:22]([O:24][CH2:25][CH3:26])=[O:23].FC(F)(F)C(O)=O. The catalyst is O1CCCC1.CC#N.O. The product is [CH3:1][O:2][C:3]1[C:13]([C:14]([F:17])([F:15])[F:16])=[CH:12][C:6]2[N:7]([CH2:21][C:22]([O:24][CH2:25][CH3:26])=[O:23])[C:8](=[O:11])[CH2:9][O:10][C:5]=2[CH:4]=1. The yield is 0.690. (2) The reactants are [CH2:1]([O:3][P:4]([CH:9]([F:29])[CH2:10][C@@H:11]([OH:28])[C@@H:12]([OH:27])[C@@H:13]([OH:26])[CH2:14][N:15]([O:18]CC1C=CC=CC=1)[CH:16]=[O:17])(=[O:8])[O:5][CH2:6][CH3:7])[CH3:2].CC1C=C2N=C3C(=NC(NC3=O)=O)N(C[C@H](O)[C@H](O)[C@H](O)CO)C2=CC=1C. The catalyst is CO.[Pd]. The product is [CH2:1]([O:3][P:4]([CH:9]([F:29])[CH2:10][C@@H:11]([OH:28])[C@@H:12]([OH:27])[C@@H:13]([OH:26])[CH2:14][N:15]([CH:16]=[O:17])[OH:18])(=[O:8])[O:5][CH2:6][CH3:7])[CH3:2]. The yield is 0.900.